Dataset: Forward reaction prediction with 1.9M reactions from USPTO patents (1976-2016). Task: Predict the product of the given reaction. (1) The product is: [CH3:1][O:2][C:3](=[O:29])[C:4]1[CH:9]=[CH:8][C:7]([NH:10][C:11](=[O:28])[CH:12]([C:19]2[CH:20]=[CH:21][C:22]([NH2:25])=[CH:23][CH:24]=2)[CH2:13][CH:14]2[CH2:15][CH2:16][CH2:17][CH2:18]2)=[N:6][CH:5]=1. Given the reactants [CH3:1][O:2][C:3](=[O:29])[C:4]1[CH:9]=[CH:8][C:7]([NH:10][C:11](=[O:28])[CH:12]([C:19]2[CH:24]=[CH:23][C:22]([N+:25]([O-])=O)=[CH:21][CH:20]=2)[CH2:13][CH:14]2[CH2:18][CH2:17][CH2:16][CH2:15]2)=[N:6][CH:5]=1.[H][H], predict the reaction product. (2) Given the reactants F[C:2]1[CH:3]=[CH:4][C:5]([N:8]2[C:16]3[CH:15]=[CH:14][N:13]=[CH:12][C:11]=3[N:10]=[CH:9]2)=N[CH:7]=1.Br[C:18]1C=CC(F)=CN=1, predict the reaction product. The product is: [C:5]1([N:8]2[C:16]3[CH:15]=[CH:14][N:13]=[CH:12][C:11]=3[N:10]=[CH:9]2)[CH:4]=[CH:3][CH:2]=[CH:7][CH:18]=1. (3) Given the reactants Br[Zn][CH2:3][CH2:4][CH2:5][C:6]([O:8][CH2:9][CH3:10])=[O:7].Br[C:12]1[C:20]2[N:19]([S:21]([C:24]3[CH:29]=[CH:28][C:27]([CH3:30])=[CH:26][CH:25]=3)(=[O:23])=[O:22])[CH:18]=[CH:17][C:16]=2[C:15]([C:31]#[N:32])=[CH:14][CH:13]=1.C([O-])([O-])=O.[Cs+].[Cs+], predict the reaction product. The product is: [C:31]([C:15]1[CH:14]=[CH:13][C:12]([CH2:3][CH2:4][CH2:5][C:6]([O:8][CH2:9][CH3:10])=[O:7])=[C:20]2[C:16]=1[CH:17]=[CH:18][N:19]2[S:21]([C:24]1[CH:29]=[CH:28][C:27]([CH3:30])=[CH:26][CH:25]=1)(=[O:23])=[O:22])#[N:32]. (4) Given the reactants [NH2:1][C:2]1[N:10]=[CH:9][C:8]([Cl:11])=[CH:7][C:3]=1[C:4]([NH2:6])=[O:5].Br[CH2:13][C:14]1[CH:19]=[CH:18][C:17]([S:20]([CH3:23])(=[O:22])=[O:21])=[C:16]([Cl:24])[CH:15]=1.C(OCC)(=O)C, predict the reaction product. The product is: [ClH:11].[Cl:11][C:8]1[CH:7]=[C:3]([C:4]([NH2:6])=[O:5])[C:2](=[NH:1])[N:10]([CH2:13][C:14]2[CH:19]=[CH:18][C:17]([S:20]([CH3:23])(=[O:22])=[O:21])=[C:16]([Cl:24])[CH:15]=2)[CH:9]=1.